Dataset: Forward reaction prediction with 1.9M reactions from USPTO patents (1976-2016). Task: Predict the product of the given reaction. (1) Given the reactants [OH-].[Li+].[CH3:3][C:4]([O:7][C:8]([NH:10][C:11]1[CH:19]=[C:18]2[C:14]([CH:15]=[C:16]([C:20]([O:22]C)=[O:21])[NH:17]2)=[CH:13][CH:12]=1)=[O:9])([CH3:6])[CH3:5].C1COCC1.CO, predict the reaction product. The product is: [CH3:6][C:4]([O:7][C:8]([NH:10][C:11]1[CH:19]=[C:18]2[C:14]([CH:15]=[C:16]([C:20]([OH:22])=[O:21])[NH:17]2)=[CH:13][CH:12]=1)=[O:9])([CH3:3])[CH3:5]. (2) Given the reactants [CH3:1][O:2][C:3]1[CH:8]=[CH:7][N:6]=[C:5]([NH2:9])[CH:4]=1.Cl[CH:11]([C:17]([CH3:19])=O)[C:12]([O:14][CH2:15][CH3:16])=[O:13], predict the reaction product. The product is: [CH3:1][O:2][C:3]1[CH:8]=[CH:7][N:6]2[C:11]([C:12]([O:14][CH2:15][CH3:16])=[O:13])=[C:17]([CH3:19])[N:9]=[C:5]2[CH:4]=1. (3) The product is: [S:14]1[CH:15]=[CH:16][N:17]=[C:13]1[NH:12][C:36]([C:29]1[C:30]2[C:35](=[CH:34][CH:33]=[CH:32][CH:31]=2)[N:27]([CH2:2][C:3](=[O:4])[NH:5][C:6]2[CH:11]=[CH:10][CH:9]=[CH:8][CH:7]=2)[CH:28]=1)=[O:37]. Given the reactants Cl[CH2:2][C:3]([NH:5][C:6]1[CH:11]=[CH:10][CH:9]=[CH:8][CH:7]=1)=[O:4].[NH2:12][C:13]1[S:14][CH:15]=[CH:16][N:17]=1.N1C2C(=CC=CC=2)C=C1.[NH:27]1[C:35]2[C:30](=[CH:31][CH:32]=[CH:33][CH:34]=2)[C:29]([C:36](OC)=[O:37])=[CH:28]1, predict the reaction product. (4) Given the reactants [F:1][C:2]([F:18])([F:17])[C:3]1[CH:4]=[C:5]([CH:9]([CH3:16])[CH2:10][C:11](OCC)=[O:12])[CH:6]=[CH:7][CH:8]=1.[H-].[Al+3].[Li+].[H-].[H-].[H-].C(OCC)(=O)C.[OH-].[Na+], predict the reaction product. The product is: [F:1][C:2]([F:17])([F:18])[C:3]1[CH:4]=[C:5]([CH:9]([CH3:16])[CH2:10][CH2:11][OH:12])[CH:6]=[CH:7][CH:8]=1. (5) Given the reactants [CH2:1]=[C:2]1[CH2:7][CH2:6][O:5][CH:4]([CH2:8][CH2:9][CH2:10][CH2:11][CH3:12])[CH2:3]1.[CH3:13][C:14]1[CH2:15][CH2:16][O:17][CH:18]([CH2:20]CCCC)[CH:19]=1, predict the reaction product. The product is: [CH3:1][C:2]1[CH2:3][CH:4]([CH2:8][CH2:9][CH2:10][CH2:11][CH3:12])[O:5][CH2:6][CH:7]=1.[CH3:19][C:14](=[CH2:13])[CH2:15][CH2:16][OH:17].[CH:16](=[O:17])[CH2:15][CH2:14][CH2:19][CH2:18][CH3:20].